This data is from Forward reaction prediction with 1.9M reactions from USPTO patents (1976-2016). The task is: Predict the product of the given reaction. Given the reactants [F:1][C:2]([F:12])([F:11])[O:3][C:4]1[CH:5]=[C:6]([OH:10])[CH:7]=[CH:8][CH:9]=1.F[C:14]1[N:19]=[CH:18][C:17]([N:20]2[C:24](=[O:25])[C:23]([CH3:27])([CH3:26])[NH:22][C:21]2=[O:28])=[CH:16][CH:15]=1.C(=O)([O-])[O-].[K+].[K+].C(OCC)C, predict the reaction product. The product is: [CH3:26][C:23]1([CH3:27])[NH:22][C:21](=[O:28])[N:20]([C:17]2[CH:18]=[N:19][C:14]([O:10][C:6]3[CH:7]=[CH:8][CH:9]=[C:4]([O:3][C:2]([F:11])([F:12])[F:1])[CH:5]=3)=[CH:15][CH:16]=2)[C:24]1=[O:25].